This data is from Forward reaction prediction with 1.9M reactions from USPTO patents (1976-2016). The task is: Predict the product of the given reaction. (1) Given the reactants [Cl:1][C:2]1[CH:3]=[C:4]([C:12]2[O:16][C:15]([C:17]3[CH:22]=[CH:21][N:20]=[C:19]4[N:23]([CH2:26][CH2:27][CH2:28][C:29]([O:31]CC)=[O:30])[CH:24]=[CH:25][C:18]=34)=[N:14][N:13]=2)[CH:5]=[CH:6][C:7]=1[O:8][CH:9]([CH3:11])[CH3:10].[OH-].[Li+].CC(O)=O, predict the reaction product. The product is: [Cl:1][C:2]1[CH:3]=[C:4]([C:12]2[O:16][C:15]([C:17]3[CH:22]=[CH:21][N:20]=[C:19]4[N:23]([CH2:26][CH2:27][CH2:28][C:29]([OH:31])=[O:30])[CH:24]=[CH:25][C:18]=34)=[N:14][N:13]=2)[CH:5]=[CH:6][C:7]=1[O:8][CH:9]([CH3:11])[CH3:10]. (2) Given the reactants [F:1][C:2]1[CH:10]=[CH:9][CH:8]=[C:7]2[C:3]=1[CH:4]=[C:5]([C:11]1[C:16]([CH:17]=[C:18]([CH3:20])[CH3:19])=[CH:15][N:14]=[C:13]([C:21]3[C:22]([N:41]([CH3:46])[S:42]([CH3:45])(=[O:44])=[O:43])=[CH:23][C:24]4[O:28][C:27]([C:29]5[CH:34]=[CH:33][C:32]([F:35])=[CH:31][CH:30]=5)=[C:26]([C:36]([NH:38][CH3:39])=[O:37])[C:25]=4[CH:40]=3)[CH:12]=1)[NH:6]2.[O-]P([O-])([O-])=O.[K+].[K+].[K+], predict the reaction product. The product is: [F:1][C:2]1[C:3]2[CH:4]=[C:5]3[C:11]4[CH:12]=[C:13]([C:21]5[C:22]([N:41]([CH3:46])[S:42]([CH3:45])(=[O:43])=[O:44])=[CH:23][C:24]6[O:28][C:27]([C:29]7[CH:30]=[CH:31][C:32]([F:35])=[CH:33][CH:34]=7)=[C:26]([C:36]([NH:38][CH3:39])=[O:37])[C:25]=6[CH:40]=5)[N:14]=[CH:15][C:16]=4[CH2:17][C:18]([CH3:20])([CH3:19])[N:6]3[C:7]=2[CH:8]=[CH:9][CH:10]=1. (3) Given the reactants [CH:1]1([O:4][C:5]2[CH:12]=[C:11]([CH2:13][CH:14]=O)[CH:10]=[CH:9][C:6]=2[C:7]#[N:8])[CH2:3][CH2:2]1.[N:16]1([CH2:22][CH2:23][C:24]2[CH:33]=[CH:32][C:27]3[C:28](=[O:31])[O:29][CH2:30][C:26]=3[CH:25]=2)[CH2:21][CH2:20][NH:19][CH2:18][CH2:17]1.[BH-](OC(C)=O)(OC(C)=O)OC(C)=O.[Na+], predict the reaction product. The product is: [CH:1]1([O:4][C:5]2[CH:12]=[C:11]([CH2:13][CH2:14][N:19]3[CH2:20][CH2:21][N:16]([CH2:22][CH2:23][C:24]4[CH:33]=[CH:32][C:27]5[C:28](=[O:31])[O:29][CH2:30][C:26]=5[CH:25]=4)[CH2:17][CH2:18]3)[CH:10]=[CH:9][C:6]=2[C:7]#[N:8])[CH2:2][CH2:3]1. (4) Given the reactants Cl[CH2:2][C:3]([CH3:5])=O.[NH2:6][C:7]([N:9]1[CH2:14][CH2:13][CH:12]([CH:15]2[CH2:20][CH2:19][N:18]([C:21]([O:23][C:24]([CH3:27])([CH3:26])[CH3:25])=[O:22])[CH2:17][CH2:16]2)[CH2:11][CH2:10]1)=[S:8], predict the reaction product. The product is: [CH3:5][C:3]1[N:6]=[C:7]([N:9]2[CH2:10][CH2:11][CH:12]([CH:15]3[CH2:20][CH2:19][N:18]([C:21]([O:23][C:24]([CH3:27])([CH3:26])[CH3:25])=[O:22])[CH2:17][CH2:16]3)[CH2:13][CH2:14]2)[S:8][CH:2]=1. (5) The product is: [O:1]1[C:5]2[CH:6]=[CH:7][C:8]([CH:10]([NH:12][C:23]([CH:21]3[CH2:22][CH:20]3[C:17]3[CH:16]=[CH:15][C:14]([Cl:13])=[CH:19][CH:18]=3)=[O:24])[CH3:11])=[CH:9][C:4]=2[CH2:3][CH2:2]1. Given the reactants [O:1]1[C:5]2[CH:6]=[CH:7][C:8]([CH:10]([NH2:12])[CH3:11])=[CH:9][C:4]=2[CH2:3][CH2:2]1.[Cl:13][C:14]1[CH:19]=[CH:18][C:17]([CH:20]2[CH2:22][CH:21]2[C:23](O)=[O:24])=[CH:16][CH:15]=1.CCN=C=NCCCN(C)C.Cl.C(N(CC)CC)C, predict the reaction product.